This data is from Forward reaction prediction with 1.9M reactions from USPTO patents (1976-2016). The task is: Predict the product of the given reaction. Given the reactants C(OC([N:8]1[CH2:12][CH2:11][C@@H:10]([NH:13][C:14]2[C:15]3[S:28][C:27](Br)=[C:26]([CH3:30])[C:16]=3[N:17]=[C:18]([C:20]3[CH:25]=[CH:24][N:23]=[CH:22][CH:21]=3)[N:19]=2)[CH2:9]1)=O)(C)(C)C.CC(C#C)C[OH:34].[C:37]1(P(C2C=CC=CC=2)C2C=CC=CC=2)[CH:42]=CC=C[CH:38]=1.C(N[CH2:59][CH3:60])C, predict the reaction product. The product is: [CH3:38][C:37]([OH:34])([C:59]#[C:60][C:27]1[S:28][C:15]2[C:14]([NH:13][C@@H:10]3[CH2:11][CH2:12][NH:8][CH2:9]3)=[N:19][C:18]([C:20]3[CH:25]=[CH:24][N:23]=[CH:22][CH:21]=3)=[N:17][C:16]=2[C:26]=1[CH3:30])[CH3:42].